From a dataset of NCI-60 drug combinations with 297,098 pairs across 59 cell lines. Regression. Given two drug SMILES strings and cell line genomic features, predict the synergy score measuring deviation from expected non-interaction effect. Drug 1: CC1C(C(=O)NC(C(=O)N2CCCC2C(=O)N(CC(=O)N(C(C(=O)O1)C(C)C)C)C)C(C)C)NC(=O)C3=C4C(=C(C=C3)C)OC5=C(C(=O)C(=C(C5=N4)C(=O)NC6C(OC(=O)C(N(C(=O)CN(C(=O)C7CCCN7C(=O)C(NC6=O)C(C)C)C)C)C(C)C)C)N)C. Drug 2: CC1CCC2CC(C(=CC=CC=CC(CC(C(=O)C(C(C(=CC(C(=O)CC(OC(=O)C3CCCCN3C(=O)C(=O)C1(O2)O)C(C)CC4CCC(C(C4)OC)O)C)C)O)OC)C)C)C)OC. Cell line: TK-10. Synergy scores: CSS=3.33, Synergy_ZIP=-0.783, Synergy_Bliss=-2.21, Synergy_Loewe=-8.62, Synergy_HSA=-5.97.